This data is from Full USPTO retrosynthesis dataset with 1.9M reactions from patents (1976-2016). The task is: Predict the reactants needed to synthesize the given product. (1) Given the product [C:32]([O:31][C:30](=[O:36])[N:29]([CH2:37][CH2:38][C:39]1[CH:44]=[CH:43][C:42]([O:45][CH3:46])=[C:41]([O:47][CH3:48])[CH:40]=1)[CH2:28][CH2:27][CH2:26][N:25]1[C:1](=[O:2])[CH2:4][C:5]2[CH:6]=[CH:7][C:8]3[N:12]=[C:11]([C:13]4[CH:18]=[CH:17][CH:16]=[CH:15][C:14]=4[O:19][CH3:20])[NH:10][C:9]=3[C:21]=2[C:22]1=[O:23])([CH3:33])([CH3:35])[CH3:34], predict the reactants needed to synthesize it. The reactants are: [C:1]([CH2:4][C:5]1[CH:6]=[CH:7][C:8]2[N:12]=[C:11]([C:13]3[CH:18]=[CH:17][CH:16]=[CH:15][C:14]=3[O:19][CH3:20])[NH:10][C:9]=2[C:21]=1[C:22](O)=[O:23])(O)=[O:2].[NH2:25][CH2:26][CH2:27][CH2:28][N:29]([CH2:37][CH2:38][C:39]1[CH:44]=[CH:43][C:42]([O:45][CH3:46])=[C:41]([O:47][CH3:48])[CH:40]=1)[C:30](=[O:36])[O:31][C:32]([CH3:35])([CH3:34])[CH3:33].O(C(OC(C)(C)C)=O)C(OC(C)(C)C)=O.CCN(CC)CC. (2) Given the product [CH2:10]([C:5]1[CH:6]=[C:7]([O:9][CH2:31][CH2:32][CH2:33][S:34]([CH3:37])(=[O:36])=[O:35])[CH:8]=[C:3]([CH2:1][CH3:2])[C:4]=1[C:12]1[CH:17]=[CH:16][CH:15]=[C:14]([CH:18]=[O:19])[CH:13]=1)[CH3:11], predict the reactants needed to synthesize it. The reactants are: [CH2:1]([C:3]1[CH:8]=[C:7]([OH:9])[CH:6]=[C:5]([CH2:10][CH3:11])[C:4]=1[C:12]1[CH:17]=[CH:16][CH:15]=[C:14]([CH:18]=[O:19])[CH:13]=1)[CH3:2].CC1C=CC(S(O[CH2:31][CH2:32][CH2:33][S:34]([CH3:37])(=[O:36])=[O:35])(=O)=O)=CC=1.C(=O)([O-])[O-].[K+].[K+].O. (3) The reactants are: C([Si](C)(C)[O:6][C@H:7]1[CH2:12][CH2:11][CH2:10][C@H:9]([NH:13][CH2:14][CH2:15][C:16]2[CH:31]=[CH:30][C:19]([O:20][C:21]3[CH:29]=[CH:28][C:24]([C:25]([NH2:27])=[O:26])=[CH:23][N:22]=3)=[CH:18][CH:17]=2)[CH2:8]1)(C)(C)C.[F-].CCCC[N+](CCCC)(CCCC)CCCC.[F-]. Given the product [OH:6][C@H:7]1[CH2:12][CH2:11][CH2:10][C@H:9]([NH:13][CH2:14][CH2:15][C:16]2[CH:31]=[CH:30][C:19]([O:20][C:21]3[CH:29]=[CH:28][C:24]([C:25]([NH2:27])=[O:26])=[CH:23][N:22]=3)=[CH:18][CH:17]=2)[CH2:8]1, predict the reactants needed to synthesize it. (4) Given the product [Cl:27][C:16]1[N:17]=[C:18]([N:21]2[CH2:26][CH2:25][O:24][CH2:23][CH2:22]2)[C:19]2[N:20]=[C:12]([CH2:11][N:8]3[CH2:9][CH2:10][CH:5]([N:1]4[CH2:4][CH2:3][O:37][CH2:36][CH2:2]4)[CH2:6][CH2:7]3)[S:13][C:14]=2[N:15]=1, predict the reactants needed to synthesize it. The reactants are: [N:1]1([CH:5]2[CH2:10][CH2:9][N:8]([CH2:11][C:12]3[S:13][C:14]4[N:15]=[C:16]([Cl:27])[N:17]=[C:18]([N:21]5[CH2:26][CH2:25][O:24][CH2:23][CH2:22]5)[C:19]=4[N:20]=3)[CH2:7][CH2:6]2)[CH2:4][CH2:3][CH2:2]1.N1CCC(N2CC[O:37][CH2:36]C2)CC1. (5) The reactants are: [BH4-].[Na+].[O:3]([C:21]1[CH:28]=[C:27]([O:29][CH3:30])[C:24]([CH:25]=[O:26])=[C:23]([O:31][CH3:32])[CH:22]=1)[Si:4]([C:17]([CH3:20])([CH3:19])[CH3:18])([C:11]1[CH:16]=[CH:15][CH:14]=[CH:13][CH:12]=1)[C:5]1[CH:10]=[CH:9][CH:8]=[CH:7][CH:6]=1.O. Given the product [O:3]([C:21]1[CH:22]=[C:23]([O:31][CH3:32])[C:24]([CH2:25][OH:26])=[C:27]([O:29][CH3:30])[CH:28]=1)[Si:4]([C:17]([CH3:20])([CH3:19])[CH3:18])([C:11]1[CH:12]=[CH:13][CH:14]=[CH:15][CH:16]=1)[C:5]1[CH:6]=[CH:7][CH:8]=[CH:9][CH:10]=1, predict the reactants needed to synthesize it.